This data is from Reaction yield outcomes from USPTO patents with 853,638 reactions. The task is: Predict the reaction yield, written as a fraction of the theoretical maximum amount of product (1.0 means a 100% yield; for example, 0.34 means a 34% yield). (1) The reactants are [C:1]1([CH3:17])[CH:6]=[CH:5][C:4]([C:7]2[NH:11][C:10]3[CH:12]=[CH:13][C:14]([NH2:16])=[CH:15][C:9]=3[N:8]=2)=[CH:3][CH:2]=1.[C:18](Cl)(=[O:22])[CH2:19][CH2:20][CH3:21].C(OCC)(=O)C. The catalyst is N1C=CC=CC=1. The product is [C:1]1([CH3:17])[CH:2]=[CH:3][C:4]([C:7]2[NH:11][C:10]3[CH:12]=[CH:13][C:14]([NH:16][C:18](=[O:22])[CH2:19][CH2:20][CH3:21])=[CH:15][C:9]=3[N:8]=2)=[CH:5][CH:6]=1. The yield is 0.280. (2) The reactants are FC(F)(F)S(O[C:7]1[CH:12]=[CH:11][CH:10]=[C:9]([N+:13]([O-:15])=[O:14])[C:8]=1[C:16]#[N:17])(=O)=O.[B-](F)(F)(F)[C:21]([CH3:23])=[CH2:22].[K+].C(=O)([O-])[O-].[Cs+].[Cs+]. The yield is 0.490. The product is [N+:13]([C:9]1[CH:10]=[CH:11][CH:12]=[C:7]([C:21]([CH3:23])=[CH2:22])[C:8]=1[C:16]#[N:17])([O-:15])=[O:14]. The catalyst is C1COCC1.O.CCOC(C)=O.[Pd+2].ClC1C=C[C-](P(C2C=CC=CC=2)C2C=CC=CC=2)C=1Cl.[C-]1(P(C2C=CC=CC=2)C2C=CC=CC=2)C=CC=C1.[Fe+2]. (3) The reactants are [CH2:1]([O:8][C:9]([NH:11][C@@H:12]([CH2:28][C:29]1[CH:34]=[CH:33][CH:32]=[CH:31][CH:30]=1)[C@@H:13]([C@H:15]1[CH2:19][C@@H:18]([OH:20])[CH2:17][N:16]1[C:21]([O:23][C:24]([CH3:27])([CH3:26])[CH3:25])=[O:22])[OH:14])=[O:10])[C:2]1[CH:7]=[CH:6][CH:5]=[CH:4][CH:3]=1.CO[C:37](OC)([CH3:39])[CH3:38].CC1C=CC(S([O-])(=O)=O)=CC=1.C1C=C[NH+]=CC=1. The catalyst is C1C=CC=CC=1. The product is [CH2:28]([C@H:12]1[C@@H:13]([C@H:15]2[CH2:19][C@@H:18]([OH:20])[CH2:17][N:16]2[C:21]([O:23][C:24]([CH3:27])([CH3:26])[CH3:25])=[O:22])[O:14][C:37]([CH3:39])([CH3:38])[N:11]1[C:9]([O:8][CH2:1][C:2]1[CH:7]=[CH:6][CH:5]=[CH:4][CH:3]=1)=[O:10])[C:29]1[CH:30]=[CH:31][CH:32]=[CH:33][CH:34]=1. The yield is 0.590. (4) The product is [CH3:14][C:15]([N:19]1[CH2:23][CH2:22][CH2:21][CH2:20]1)([CH2:18][CH3:2])[C:16]#[N:17]. The yield is 0.630. The reactants are N1CCC[CH2:2]1.CC(=O)CC.[C-]#N.[K+].[CH3:14][C:15]([N:19]1[CH2:23][CH2:22][CH2:21][CH2:20]1)([CH3:18])[C:16]#[N:17]. The catalyst is O. (5) The reactants are [NH:1]1[CH:5]=[C:4]([C:6]2[C:7]([NH2:12])=[N:8][CH:9]=[CH:10][CH:11]=2)[CH:3]=[N:2]1.O1CCCC1.[H-].[Na+].Cl[CH2:21][C:22]1[CH:27]=[CH:26][C:25]([CH2:28][O:29][CH2:30][C:31]#[CH:32])=[CH:24][CH:23]=1. The catalyst is O.CN(C)C=O. The product is [CH2:30]([O:29][CH2:28][C:25]1[CH:24]=[CH:23][C:22]([CH2:21][N:1]2[CH:5]=[C:4]([C:6]3[C:7]([NH2:12])=[N:8][CH:9]=[CH:10][CH:11]=3)[CH:3]=[N:2]2)=[CH:27][CH:26]=1)[C:31]#[CH:32]. The yield is 0.620. (6) The reactants are N#N.[Li+].C[Si]([N-][Si](C)(C)C)(C)C.[Cl:13][C:14]1[N:22]=[C:21]([Cl:23])[C:20]([F:24])=[CH:19][C:15]=1[C:16]([NH2:18])=[O:17].CN([CH:28]=[O:29])C. The catalyst is C1COCC1. The product is [Cl:13][C:14]1[C:15]2[C:16](=[O:17])[NH:18][CH:28]([OH:29])[C:19]=2[C:20]([F:24])=[C:21]([Cl:23])[N:22]=1. The yield is 0.900. (7) The reactants are C[O:2][C:3]([C:5]1([C:9]2[CH:14]=[CH:13][C:12]([NH:15][C:16]3[N:21]=[C:20]([N:22]([C:24]([CH3:27])([CH3:26])[CH3:25])[CH3:23])[CH:19]=[C:18]([C:28]4[CH:33]=[CH:32][CH:31]=[CH:30][CH:29]=4)[N:17]=3)=[CH:11][CH:10]=2)[CH2:8][CH2:7][CH2:6]1)=[O:4].C1COCC1.[OH-].[Na+]. The catalyst is CO.O. The product is [C:24]([N:22]([CH3:23])[C:20]1[CH:19]=[C:18]([C:28]2[CH:29]=[CH:30][CH:31]=[CH:32][CH:33]=2)[N:17]=[C:16]([NH:15][C:12]2[CH:11]=[CH:10][C:9]([C:5]3([C:3]([OH:4])=[O:2])[CH2:8][CH2:7][CH2:6]3)=[CH:14][CH:13]=2)[N:21]=1)([CH3:27])([CH3:26])[CH3:25]. The yield is 0.890.